Predict which catalyst facilitates the given reaction. From a dataset of Catalyst prediction with 721,799 reactions and 888 catalyst types from USPTO. (1) Reactant: Cl[C:2]1[C:7]2=[CH:8][N:9]([C:11]3[C:16]([Cl:17])=[CH:15][C:14]([N+:18]([O-:20])=[O:19])=[CH:13][C:12]=3[Cl:21])[N:10]=[C:6]2[C:5]([F:22])=[CH:4][N:3]=1.[Br:23][Si](C)(C)C. Product: [Br:23][C:2]1[C:7]2=[CH:8][N:9]([C:11]3[C:16]([Cl:17])=[CH:15][C:14]([N+:18]([O-:20])=[O:19])=[CH:13][C:12]=3[Cl:21])[N:10]=[C:6]2[C:5]([F:22])=[CH:4][N:3]=1. The catalyst class is: 397. (2) Reactant: C(OC(=O)C)(=O)C.[CH2:8]([C:10]1[CH:38]=[CH:37][C:13]([C:14]([N:16]2[CH2:21][CH2:20][C:19]3([O:26][C:25]4[CH:27]=[CH:28][CH:29]=[CH:30][C:24]=4[N:23]4[C:31](/[CH:34]=[N:35]\O)=[CH:32][CH:33]=[C:22]34)[CH2:18][CH2:17]2)=[O:15])=[CH:12][C:11]=1[O:39][CH3:40])[CH3:9].C(=O)(O)[O-].[Na+]. Product: [CH2:8]([C:10]1[CH:38]=[CH:37][C:13]([C:14]([N:16]2[CH2:17][CH2:18][C:19]3([O:26][C:25]4[CH:27]=[CH:28][CH:29]=[CH:30][C:24]=4[N:23]4[C:31]([C:34]#[N:35])=[CH:32][CH:33]=[C:22]34)[CH2:20][CH2:21]2)=[O:15])=[CH:12][C:11]=1[O:39][CH3:40])[CH3:9]. The catalyst class is: 4. (3) Reactant: [C:1]([NH:4][C:5]1[S:6][C:7]([C:11]2[CH:12]=[C:13]([S:17](Cl)(=[O:19])=[O:18])[S:14][C:15]=2[Br:16])=[C:8]([CH3:10])[N:9]=1)(=[O:3])[CH3:2].[NH:21]1[CH2:26][CH2:25][O:24][CH2:23][CH2:22]1.CCN(C(C)C)C(C)C. Product: [Br:16][C:15]1[S:14][C:13]([S:17]([N:21]2[CH2:26][CH2:25][O:24][CH2:23][CH2:22]2)(=[O:19])=[O:18])=[CH:12][C:11]=1[C:7]1[S:6][C:5]([NH:4][C:1](=[O:3])[CH3:2])=[N:9][C:8]=1[CH3:10]. The catalyst class is: 2.